Dataset: Forward reaction prediction with 1.9M reactions from USPTO patents (1976-2016). Task: Predict the product of the given reaction. Given the reactants [C:1]1([CH2:7][C:8](Cl)=[O:9])[CH:6]=[CH:5][CH:4]=[CH:3][CH:2]=1.[S-:11][C:12]#[N:13].[K+].[NH2:15][C:16]1[CH:17]=[C:18]([CH:35]=[CH:36][CH:37]=1)[O:19][C:20]1[CH:21]=[CH:22][C:23]2[N:24]([CH:26]=[C:27]([NH:29][C:30]([CH:32]3[CH2:34][CH2:33]3)=[O:31])[N:28]=2)[N:25]=1, predict the reaction product. The product is: [C:1]1([CH2:7][C:8]([NH:13][C:12]([NH:15][C:16]2[CH:17]=[C:18]([CH:35]=[CH:36][CH:37]=2)[O:19][C:20]2[CH:21]=[CH:22][C:23]3[N:24]([CH:26]=[C:27]([NH:29][C:30]([CH:32]4[CH2:34][CH2:33]4)=[O:31])[N:28]=3)[N:25]=2)=[S:11])=[O:9])[CH:6]=[CH:5][CH:4]=[CH:3][CH:2]=1.